From a dataset of Full USPTO retrosynthesis dataset with 1.9M reactions from patents (1976-2016). Predict the reactants needed to synthesize the given product. (1) The reactants are: C[O:2][C:3]([C:5]1[N:13]([CH2:14][C:15]2[CH:19]=[C:18]([C:20]3[S:21][C:22]([Cl:25])=[CH:23][CH:24]=3)[O:17][N:16]=2)[C:12]2[CH:11]=[CH:10][C:9](=[O:26])[NH:8][C:7]=2[CH:6]=1)=[O:4].[OH-].[Li+]. Given the product [Cl:25][C:22]1[S:21][C:20]([C:18]2[O:17][N:16]=[C:15]([CH2:14][N:13]3[C:12]4[CH:11]=[CH:10][C:9](=[O:26])[NH:8][C:7]=4[CH:6]=[C:5]3[C:3]([OH:4])=[O:2])[CH:19]=2)=[CH:24][CH:23]=1, predict the reactants needed to synthesize it. (2) Given the product [CH2:21]([NH:1][C@H:2]([CH2:19][OH:20])[CH2:3][C:4]1[CH:5]=[CH:6][C:7]([NH:10][C:11](=[O:18])[C:12]2[CH:13]=[CH:14][CH:15]=[CH:16][CH:17]=2)=[CH:8][CH:9]=1)[C:22]1[CH:27]=[CH:26][CH:25]=[CH:24][CH:23]=1, predict the reactants needed to synthesize it. The reactants are: [NH2:1][C@H:2]([CH2:19][OH:20])[CH2:3][C:4]1[CH:9]=[CH:8][C:7]([NH:10][C:11](=[O:18])[C:12]2[CH:17]=[CH:16][CH:15]=[CH:14][CH:13]=2)=[CH:6][CH:5]=1.[CH:21](=O)[C:22]1[CH:27]=[CH:26][CH:25]=[CH:24][CH:23]=1. (3) Given the product [CH3:44][N:45]1[CH:49]2[CH2:48][CH2:47][CH:46]1[CH2:52][CH:51]([O:32][C:33]1[CH:34]=[C:35]3[C:40](=[CH:41][CH:42]=1)[C:39](=[O:43])[NH:38][CH:37]=[CH:36]3)[CH2:50]2, predict the reactants needed to synthesize it. The reactants are: C1(P(C2C=CC=CC=2)C2C=CC=CC=2)C=CC=CC=1.N(C(OCC)=O)=NC(OCC)=O.[OH:32][C:33]1[CH:34]=[C:35]2[C:40](=[CH:41][CH:42]=1)[C:39](=[O:43])[NH:38][CH:37]=[CH:36]2.[CH3:44][N:45]1[CH:49]2[CH2:50][CH:51](O)[CH2:52][CH:46]1[CH2:47][CH2:48]2. (4) Given the product [OH:27][C:7]1[C:6]([C:4]([NH:28][CH2:29][C:30]([OH:32])=[O:31])=[O:5])=[N:11][C:10]([C:12]2[CH:17]=[CH:16][CH:15]=[CH:14][N:13]=2)=[C:9]2[S:18][N:19]=[C:20]([C:21]3[CH:22]=[CH:23][CH:24]=[CH:25][CH:26]=3)[C:8]=12, predict the reactants needed to synthesize it. The reactants are: C(O[C:4]([C:6]1[C:7]([OH:27])=[C:8]2[C:20]([C:21]3[CH:26]=[CH:25][CH:24]=[CH:23][CH:22]=3)=[N:19][S:18][C:9]2=[C:10]([C:12]2[CH:17]=[CH:16][CH:15]=[CH:14][N:13]=2)[N:11]=1)=[O:5])C.[NH2:28][CH2:29][C:30]([OH:32])=[O:31]. (5) Given the product [N:11]1[CH:16]=[CH:15][C:14]([C:2]2[CH:7]=[CH:6][N:5]3[CH:8]=[CH:9][N:10]=[C:4]3[CH:3]=2)=[CH:13][CH:12]=1, predict the reactants needed to synthesize it. The reactants are: Cl[C:2]1[CH:7]=[CH:6][N:5]2[CH:8]=[CH:9][N:10]=[C:4]2[CH:3]=1.[N:11]1[CH:16]=[CH:15][C:14](B(O)O)=[CH:13][CH:12]=1.CC(C1C=C(C(C)C)C(C2C=CC=CC=2P(C2CCCCC2)C2CCCCC2)=C(C(C)C)C=1)C.[O-]P([O-])([O-])=O.[K+].[K+].[K+].